This data is from Full USPTO retrosynthesis dataset with 1.9M reactions from patents (1976-2016). The task is: Predict the reactants needed to synthesize the given product. Given the product [CH2:1]([S:8][C:9]1[CH:18]=[C:17]2[C:12]([C:13]([Br:35])=[C:14]([Br:19])[CH:15]=[N:16]2)=[CH:11][CH:10]=1)[C:2]1[CH:7]=[CH:6][CH:5]=[CH:4][CH:3]=1, predict the reactants needed to synthesize it. The reactants are: [CH2:1]([S:8][C:9]1[CH:18]=[C:17]2[C:12]([C:13](=O)[C:14]([Br:19])=[CH:15][NH:16]2)=[CH:11][CH:10]=1)[C:2]1[CH:7]=[CH:6][CH:5]=[CH:4][CH:3]=1.C(#N)C.CCN(C(C)C)C(C)C.P(Br)(Br)([Br:35])=O.